Dataset: NCI-60 drug combinations with 297,098 pairs across 59 cell lines. Task: Regression. Given two drug SMILES strings and cell line genomic features, predict the synergy score measuring deviation from expected non-interaction effect. Drug 1: C1C(C(OC1N2C=C(C(=O)NC2=O)F)CO)O. Drug 2: CCC1=C2CN3C(=CC4=C(C3=O)COC(=O)C4(CC)O)C2=NC5=C1C=C(C=C5)O. Cell line: MDA-MB-435. Synergy scores: CSS=15.8, Synergy_ZIP=-5.93, Synergy_Bliss=-3.57, Synergy_Loewe=-5.78, Synergy_HSA=-3.65.